Dataset: Reaction yield outcomes from USPTO patents with 853,638 reactions. Task: Predict the reaction yield, written as a fraction of the theoretical maximum amount of product (1.0 means a 100% yield; for example, 0.34 means a 34% yield). The reactants are Cl.[C:2]([O:5][C:6]1[CH:7]=[C:8]([CH:23]=[CH:24][C:25]=1[CH3:26])[NH:9][C:10]1[C:19]2[C:14](=[CH:15][C:16]([OH:22])=[C:17]([O:20][CH3:21])[CH:18]=2)[N:13]=[CH:12][N:11]=1)(=[O:4])[CH3:3].[I-].[K+].[C:29]([NH:32][C:33]1[S:34][CH:35]=[C:36]([CH2:38]Cl)[N:37]=1)(=[O:31])[CH3:30]. No catalyst specified. The product is [C:29]([NH:32][C:33]1[S:34][CH:35]=[C:36]([CH2:38][O:22][C:16]2[CH:15]=[C:14]3[C:19]([C:10]([NH:9][C:8]4[CH:23]=[CH:24][C:25]([CH3:26])=[C:6]([O:5][C:2](=[O:4])[CH3:3])[CH:7]=4)=[N:11][CH:12]=[N:13]3)=[CH:18][C:17]=2[O:20][CH3:21])[N:37]=1)(=[O:31])[CH3:30]. The yield is 0.420.